Dataset: Full USPTO retrosynthesis dataset with 1.9M reactions from patents (1976-2016). Task: Predict the reactants needed to synthesize the given product. Given the product [F:1][C:2]1[CH:3]=[C:4]([C:8]([C:10]2[CH:11]=[CH:12][C:13]([OH:16])=[C:14]([I:17])[CH:15]=2)=[O:9])[CH:5]=[CH:6][CH:7]=1, predict the reactants needed to synthesize it. The reactants are: [F:1][C:2]1[CH:3]=[C:4]([C:8]([C:10]2[CH:15]=[CH:14][C:13]([OH:16])=[CH:12][CH:11]=2)=[O:9])[CH:5]=[CH:6][CH:7]=1.[I-:17].[K+].[I-].